This data is from Full USPTO retrosynthesis dataset with 1.9M reactions from patents (1976-2016). The task is: Predict the reactants needed to synthesize the given product. Given the product [Br:13][C:14]1[CH:15]=[CH:16][C:17]2[O:18][C:19]([F:24])([F:25])[C:20]([F:22])([F:23])[O:21][C:12]=2[C:10]=1[CH3:11], predict the reactants needed to synthesize it. The reactants are: C([Li])CCC.C(N[CH:10]([CH3:12])[CH3:11])(C)C.[Br:13][C:14]1C=C[C:17]2[O:18][C:19]([F:25])([F:24])[C:20]([F:23])([F:22])[O:21][C:16]=2[CH:15]=1.CI.Cl.